This data is from NCI-60 drug combinations with 297,098 pairs across 59 cell lines. The task is: Regression. Given two drug SMILES strings and cell line genomic features, predict the synergy score measuring deviation from expected non-interaction effect. (1) Synergy scores: CSS=7.50, Synergy_ZIP=-2.81, Synergy_Bliss=-1.06, Synergy_Loewe=-7.31, Synergy_HSA=-3.68. Drug 2: CN1C(=O)N2C=NC(=C2N=N1)C(=O)N. Drug 1: C1CC(C1)(C(=O)O)C(=O)O.[NH2-].[NH2-].[Pt+2]. Cell line: NCI-H522. (2) Drug 1: CS(=O)(=O)CCNCC1=CC=C(O1)C2=CC3=C(C=C2)N=CN=C3NC4=CC(=C(C=C4)OCC5=CC(=CC=C5)F)Cl. Drug 2: CN(C(=O)NC(C=O)C(C(C(CO)O)O)O)N=O. Cell line: OVCAR-4. Synergy scores: CSS=-1.02, Synergy_ZIP=1.52, Synergy_Bliss=-0.0228, Synergy_Loewe=-3.77, Synergy_HSA=-3.75. (3) Drug 1: CC12CCC3C(C1CCC2=O)CC(=C)C4=CC(=O)C=CC34C. Drug 2: CCC1=CC2CC(C3=C(CN(C2)C1)C4=CC=CC=C4N3)(C5=C(C=C6C(=C5)C78CCN9C7C(C=CC9)(C(C(C8N6C)(C(=O)OC)O)OC(=O)C)CC)OC)C(=O)OC.C(C(C(=O)O)O)(C(=O)O)O. Cell line: RPMI-8226. Synergy scores: CSS=50.2, Synergy_ZIP=-1.24, Synergy_Bliss=0.450, Synergy_Loewe=-12.2, Synergy_HSA=1.43. (4) Drug 1: COC1=C(C=C2C(=C1)N=CN=C2NC3=CC(=C(C=C3)F)Cl)OCCCN4CCOCC4. Drug 2: C1CCC(CC1)NC(=O)N(CCCl)N=O. Cell line: SK-MEL-5. Synergy scores: CSS=44.5, Synergy_ZIP=5.81, Synergy_Bliss=7.67, Synergy_Loewe=-20.4, Synergy_HSA=5.96. (5) Drug 1: C(CN)CNCCSP(=O)(O)O. Drug 2: CC12CCC3C(C1CCC2OP(=O)(O)O)CCC4=C3C=CC(=C4)OC(=O)N(CCCl)CCCl.[Na+]. Cell line: MDA-MB-435. Synergy scores: CSS=16.3, Synergy_ZIP=0.254, Synergy_Bliss=-1.71, Synergy_Loewe=-1.22, Synergy_HSA=-2.88.